Dataset: Forward reaction prediction with 1.9M reactions from USPTO patents (1976-2016). Task: Predict the product of the given reaction. (1) Given the reactants [CH3:1][Si:2]([CH3:15])([CH3:14])[CH2:3][CH2:4][O:5][CH2:6][N:7]1[CH:11]=[CH:10][N:9]=[C:8]1[CH:12]=O.[NH2:16]O.FC(F)(F)C(OC(=O)C(F)(F)F)=O, predict the reaction product. The product is: [CH3:1][Si:2]([CH3:15])([CH3:14])[CH2:3][CH2:4][O:5][CH2:6][N:7]1[CH:11]=[CH:10][N:9]=[C:8]1[C:12]#[N:16]. (2) Given the reactants [Br:1][C:2]1[CH:3]=[CH:4][C:5](F)=[C:6]([CH:9]=1)[CH:7]=[O:8].C(=O)([O-])[O-].[K+].[K+].O.[CH3:18][N:19]([CH:21]=O)C, predict the reaction product. The product is: [N:19]1([C:5]2[CH:4]=[CH:3][C:2]([Br:1])=[CH:9][C:6]=2[CH:7]=[O:8])[CH2:21][CH2:4][CH2:3][CH2:2][CH2:9][CH2:6][CH2:18]1. (3) The product is: [F:22][C:23]1[CH:24]=[C:25]([N:38]2[CH2:42][C@H:41]([CH2:43][N:44]3[CH:48]=[CH:47][N:46]=[N:45]3)[O:40][C:39]2=[O:49])[CH:26]=[CH:27][C:28]=1[C:2]1[CH:3]=[CH:4][C:5]([C:8]2[CH2:12][C@@H:11]([CH2:13][NH:14][C:15](=[O:21])[O:16][C:17]([CH3:20])([CH3:19])[CH3:18])[O:10][N:9]=2)=[N:6][CH:7]=1. Given the reactants Br[C:2]1[CH:3]=[CH:4][C:5]([C:8]2[CH2:12][CH:11]([CH2:13][NH:14][C:15](=[O:21])[O:16][C:17]([CH3:20])([CH3:19])[CH3:18])[O:10][N:9]=2)=[N:6][CH:7]=1.[F:22][C:23]1[CH:24]=[C:25]([N:38]2[CH2:42][C@H:41]([CH2:43][N:44]3[CH:48]=[CH:47][N:46]=[N:45]3)[O:40][C:39]2=[O:49])[CH:26]=[CH:27][C:28]=1B1OC(C)(C)C(C)(C)O1.C(=O)([O-])[O-].[K+].[K+], predict the reaction product. (4) Given the reactants [NH:1]1[CH2:6][CH2:5][CH:4]([N:7]2[CH2:16][C:15]3[C:10](=[CH:11][CH:12]=[CH:13][CH:14]=3)[NH:9][C:8]2=[O:17])[CH2:3][CH2:2]1.[C:18]([O-:21])(=[O:20])[CH3:19].[H][H].ClCCl.CO.N, predict the reaction product. The product is: [NH:1]1[CH2:6][CH2:5][CH:4]([N:7]2[CH2:16][CH:15]3[CH:10]([CH2:11][CH2:12][CH2:13][CH2:14]3)[NH:9][C:8]2=[O:17])[CH2:3][CH2:2]1.[C:18]([O-:21])(=[O:20])[CH3:19]. (5) Given the reactants [H-].[Na+].F[C:4]1[CH:5]=[C:6]2[C:11](=[CH:12][C:13]=1[O:14][CH3:15])[N:10]=[C:9]([C:16]1[CH:21]=[CH:20][CH:19]=[C:18]([C:22]([F:25])([F:24])[F:23])[CH:17]=1)[C:8]([CH3:26])=[C:7]2[C:27]([OH:29])=[O:28].[CH3:30][CH:31]([S-:33])[CH3:32].[Na+].I[CH3:36], predict the reaction product. The product is: [CH3:26][C:8]1[C:9]([C:16]2[CH:21]=[CH:20][CH:19]=[C:18]([C:22]([F:24])([F:23])[F:25])[CH:17]=2)=[N:10][C:11]2[C:6]([C:7]=1[C:27]([O:29][CH3:36])=[O:28])=[CH:5][C:4]([S:33][CH:31]([CH3:32])[CH3:30])=[C:13]([O:14][CH3:15])[CH:12]=2. (6) Given the reactants [NH2:1][C:2]1[CH:7]=[CH:6][C:5]([CH2:8][CH2:9][C:10]2[N:11]=[C:12]([NH:15][C:16](=[O:18])[CH3:17])[S:13][CH:14]=2)=[CH:4][CH:3]=1.Cl, predict the reaction product. The product is: [S:13]1[CH2:14][CH2:10][N:11]=[C:12]1[NH:1][C:2]1[CH:7]=[CH:6][C:5]([CH2:8][CH2:9][C:10]2[N:11]=[C:12]([NH:15][C:16](=[O:18])[CH3:17])[S:13][CH:14]=2)=[CH:4][CH:3]=1. (7) Given the reactants COCOC1C(OCC(F)(F)F)=CC=CC=1C=O.[CH2:19]([O:21][CH:22]([O:42][CH2:43][CH3:44])[CH2:23]/[N:24]=[CH:25]/[C:26]1[CH:31]=[CH:30][CH:29]=[C:28]([O:32][CH2:33][C:34]([F:37])([F:36])[F:35])[C:27]=1[O:38][CH2:39][O:40][CH3:41])[CH3:20].[BH4-].[Na+].O, predict the reaction product. The product is: [CH2:43]([O:42][CH:22]([O:21][CH2:19][CH3:20])[CH2:23][NH:24][CH2:25][C:26]1[CH:31]=[CH:30][CH:29]=[C:28]([O:32][CH2:33][C:34]([F:36])([F:37])[F:35])[C:27]=1[O:38][CH2:39][O:40][CH3:41])[CH3:44].